Dataset: Reaction yield outcomes from USPTO patents with 853,638 reactions. Task: Predict the reaction yield, written as a fraction of the theoretical maximum amount of product (1.0 means a 100% yield; for example, 0.34 means a 34% yield). (1) The reactants are [NH2:1][CH2:2][CH2:3][O:4][CH2:5][CH2:6][O:7][CH2:8][CH:9]([O:18][CH2:19][C:20]([OH:22])=[O:21])[CH2:10][O:11][CH2:12][CH2:13][O:14][CH2:15][CH2:16][NH2:17].CCN([CH:29]([CH3:31])[CH3:30])C(C)C.Cl[Si](C)(C)C.[C:37](Cl)([O:39][CH2:40][CH:41]1[C:53]2[C:48](=[CH:49][CH:50]=[CH:51][CH:52]=2)[C:47]2[C:42]1=[CH:43][CH:44]=[CH:45][CH:46]=2)=[O:38]. The catalyst is C(Cl)Cl. The product is [CH:52]1[C:53]2[CH:41]([CH2:40][O:39][C:37]([NH:1][CH2:2][CH2:3][O:4][CH2:5][CH2:6][O:7][CH2:8][CH:9]([O:18][CH2:19][C:20]([OH:22])=[O:21])[CH2:10][O:11][CH2:12][CH2:13][O:14][CH2:15][CH2:16][NH:17][C:37]([O:39][CH2:40][CH:30]3[C:29]4[CH:31]=[CH:51][CH:52]=[CH:53][C:41]=4[C:42]4[C:47]3=[CH:46][CH:45]=[CH:44][CH:43]=4)=[O:38])=[O:38])[C:42]3[C:47](=[CH:46][CH:45]=[CH:44][CH:43]=3)[C:48]=2[CH:49]=[CH:50][CH:51]=1. The yield is 0.420. (2) The reactants are [S:1]1[C:5]2[CH:6]=[CH:7][CH:8]=[CH:9][C:4]=2[N:3]=[C:2]1[C:10]1[C:11]([NH:20][C@H:21]2[C@@H:25]3[O:26][C:27]([CH3:30])([CH3:29])[O:28][C@@H:24]3[C@@H:23]([CH2:31][OH:32])[CH2:22]2)=[N:12][C:13](S(C)(=O)=O)=[N:14][CH:15]=1.[OH-].[NH4+:34].O. The catalyst is O1CCOCC1. The product is [NH2:34][C:13]1[N:12]=[C:11]([NH:20][C@H:21]2[C@@H:25]3[O:26][C:27]([CH3:29])([CH3:30])[O:28][C@@H:24]3[C@@H:23]([CH2:31][OH:32])[CH2:22]2)[C:10]([C:2]2[S:1][C:5]3[CH:6]=[CH:7][CH:8]=[CH:9][C:4]=3[N:3]=2)=[CH:15][N:14]=1. The yield is 0.490. (3) The catalyst is O1CCOCC1. The product is [CH3:18][C@H:16]1[N:17]([C:27]2[CH:32]=[CH:31][CH:30]=[CH:29][CH:28]=2)[C@@H:12]([CH3:11])[CH2:13][N:14]([C:19]([O:21][C:22]([CH3:23])([CH3:25])[CH3:24])=[O:20])[CH2:15]1. The yield is 0.350. The reactants are C[Si]([N-][Si](C)(C)C)(C)C.[K+].[CH3:11][C@H:12]1[NH:17][C@@H:16]([CH3:18])[CH2:15][N:14]([C:19]([O:21][C:22]([CH3:25])([CH3:24])[CH3:23])=[O:20])[CH2:13]1.Br[C:27]1[CH:32]=[CH:31][CH:30]=[CH:29][CH:28]=1. (4) The reactants are [CH3:1][O:2][C:3]([C:5]1[N:6]=[C:7]2[C:12]([C:13]([F:16])([F:15])[F:14])=[CH:11][C:10](Br)=[CH:9][N:8]2[CH:18]=1)=[O:4].[C:19]([O:23][C:24]([N:26]1[CH:30]=[C:29](B2OC(C)(C)C(C)(C)O2)[CH:28]=[N:27]1)=[O:25])([CH3:22])([CH3:21])[CH3:20].C(=O)([O-])[O-].[Cs+].[Cs+]. The catalyst is C1C=CC([P]([Pd]([P](C2C=CC=CC=2)(C2C=CC=CC=2)C2C=CC=CC=2)([P](C2C=CC=CC=2)(C2C=CC=CC=2)C2C=CC=CC=2)[P](C2C=CC=CC=2)(C2C=CC=CC=2)C2C=CC=CC=2)(C2C=CC=CC=2)C2C=CC=CC=2)=CC=1.CN(C=O)C. The product is [CH3:1][O:2][C:3]([C:5]1[N:6]=[C:7]2[C:12]([C:13]([F:16])([F:15])[F:14])=[CH:11][C:10]([C:29]3[CH:28]=[N:27][N:26]([C:24]([O:23][C:19]([CH3:22])([CH3:21])[CH3:20])=[O:25])[CH:30]=3)=[CH:9][N:8]2[CH:18]=1)=[O:4]. The yield is 0.900. (5) The reactants are [CH3:1][O:2][C:3]1[CH:28]=[CH:27][C:6]([CH2:7][N:8]2[C:12]3=[N:13][CH:14]=[CH:15][C:16]([O:17][C:18]4[CH:23]=[CH:22][C:21]([NH2:24])=[CH:20][C:19]=4[F:25])=[C:11]3[C:10](I)=[N:9]2)=[CH:5][CH:4]=1.[NH2:29][CH:30]1[CH2:35][CH2:34][CH2:33][CH:32]([OH:36])[CH2:31]1.C([O-])([O-])=O.[K+].[K+].N1CCC[C@H]1C(O)=O. The catalyst is CS(C)=O.O. The product is [CH3:1][O:2][C:3]1[CH:28]=[CH:27][C:6]([CH2:7][N:8]2[C:12]3=[N:13][CH:14]=[CH:15][C:16]([O:17][C:18]4[CH:23]=[CH:22][C:21]([NH2:24])=[CH:20][C:19]=4[F:25])=[C:11]3[C:10]([NH:29][CH:30]3[CH2:35][CH2:34][CH2:33][CH:32]([OH:36])[CH2:31]3)=[N:9]2)=[CH:5][CH:4]=1. The yield is 0.483. (6) The catalyst is CN(C)C=O. The product is [O:25]=[C:19]1[CH:18]([N:12]2[CH2:11][C:10]3[C:14](=[CH:15][CH:16]=[C:8]([CH2:7][NH:6][C:36]([NH:35][C:32]4[CH:33]=[CH:34][C:29]([O:28][C:27]([F:26])([F:38])[F:39])=[CH:30][CH:31]=4)=[O:37])[CH:9]=3)[C:13]2=[O:17])[CH2:23][CH2:22][C:21](=[O:24])[NH:20]1. The yield is 0.670. The reactants are CS(O)(=O)=O.[NH2:6][CH2:7][C:8]1[CH:9]=[C:10]2[C:14](=[CH:15][CH:16]=1)[C:13](=[O:17])[N:12]([CH:18]1[CH2:23][CH2:22][C:21](=[O:24])[NH:20][C:19]1=[O:25])[CH2:11]2.[F:26][C:27]([F:39])([F:38])[O:28][C:29]1[CH:34]=[CH:33][C:32]([N:35]=[C:36]=[O:37])=[CH:31][CH:30]=1.C(N(CC)CC)C.Cl.